From a dataset of Forward reaction prediction with 1.9M reactions from USPTO patents (1976-2016). Predict the product of the given reaction. Given the reactants [NH2:1][C:2]1[CH:6]=[CH:5][S:4][C:3]=1[C:7]([O:9][CH3:10])=[O:8].N1C=CC=CC=1.[C:17](O[C:17]([C:19]([F:22])([F:21])[F:20])=[O:18])([C:19]([F:22])([F:21])[F:20])=[O:18], predict the reaction product. The product is: [F:20][C:19]([F:22])([F:21])[C:17]([NH:1][C:2]1[CH:6]=[CH:5][S:4][C:3]=1[C:7]([O:9][CH3:10])=[O:8])=[O:18].